Predict the product of the given reaction. From a dataset of Forward reaction prediction with 1.9M reactions from USPTO patents (1976-2016). Given the reactants [NH:1]1[CH2:4][CH:3]([CH:5]([C:10]2[CH:15]=[C:14]([F:16])[CH:13]=[C:12]([F:17])[CH:11]=2)[C:6]([O:8][CH3:9])=[O:7])[CH2:2]1.[Cl:18][C:19]1[CH:24]=[CH:23][C:22]([C:25](=O)[CH2:26]CCC)=[CH:21][CH:20]=1.C(N(CC)CC)C.C(O[BH-](OC(=O)C)OC(=O)C)(=O)C.[Na+], predict the reaction product. The product is: [Cl:18][C:19]1[CH:24]=[CH:23][C:22]([CH:25]([N:1]2[CH2:4][CH:3]([CH:5]([C:10]3[CH:15]=[C:14]([F:16])[CH:13]=[C:12]([F:17])[CH:11]=3)[C:6]([O:8][CH3:9])=[O:7])[CH2:2]2)[CH3:26])=[CH:21][CH:20]=1.